This data is from Catalyst prediction with 721,799 reactions and 888 catalyst types from USPTO. The task is: Predict which catalyst facilitates the given reaction. (1) Reactant: FC(F)(CCC)C[C@H](N[C:9]([N:11]1[CH2:16][CH2:15][O:14][CH2:13][CH2:12]1)=[O:10])C(O)=O.Cl.NC(CC)[C@@H](C1ON=C(C2CC2)N=1)[OH:25].C(NC(C)C)(C)C.C1CN([P+](ON2N=NC3C=CC=CC2=3)(N2CCCC2)N2CCCC2)CC1.F[P-](F)(F)(F)(F)F. Product: [N:11]1([C:9]([OH:10])=[O:25])[CH2:16][CH2:15][O:14][CH2:13][CH2:12]1. The catalyst class is: 4. (2) Reactant: Cl.[CH2:2]([O:4][C:5](=[O:9])[CH2:6][CH2:7][NH2:8])[CH3:3].CCN(C(C)C)C(C)C.[CH2:19]([O:26][C:27](=[O:30])[CH2:28]Br)[C:20]1[CH:25]=[CH:24][CH:23]=[CH:22][CH:21]=1. Product: [CH2:2]([O:4][C:5](=[O:9])[CH2:6][CH2:7][NH:8][CH2:28][C:27]([O:26][CH2:19][C:20]1[CH:25]=[CH:24][CH:23]=[CH:22][CH:21]=1)=[O:30])[CH3:3]. The catalyst class is: 10. (3) Reactant: [NH:1]1[C:5]2[CH:6]=[CH:7][C:8]([NH2:10])=[CH:9][C:4]=2[N:3]=[CH:2]1.[Cl:11][C:12]1[CH:19]=[CH:18][C:15]([CH:16]=O)=[CH:14][CH:13]=1.[O:20]([C:22]#[N:23])[K].Cl.N1C=CC=CC=1.[N+:31]([CH:33]1[CH2:37][CH2:36][CH2:35][CH2:34]1)#[C-:32]. Product: [NH:1]1[C:5]2[CH:6]=[CH:7][C:8]([N:10]3[CH:16]([C:15]4[CH:18]=[CH:19][C:12]([Cl:11])=[CH:13][CH:14]=4)[C:32](=[N:31][CH:33]4[CH2:37][CH2:36][CH2:35][CH2:34]4)[NH:23][C:22]3=[O:20])=[CH:9][C:4]=2[N:3]=[CH:2]1. The catalyst class is: 5. (4) Reactant: N[C@H](C(N)=O)CCCCNC(OC(C)(C)C)=O.[NH:18]([C:35]([O:37][CH2:38][CH:39]1[C:51]2[C:46](=[CH:47][CH:48]=[CH:49][CH:50]=2)[C:45]2[C:40]1=[CH:41][CH:42]=[CH:43][CH:44]=2)=[O:36])[C@H:19]([C:32]([NH2:34])=[O:33])[CH2:20][CH2:21][CH2:22][CH2:23][NH:24]C(OC(C)(C)C)=O.C(Cl)(OCC1C2C(=CC=CC=2)C2C1=CC=CC=2)=O.C([O-])([O-])=O.[Na+].[Na+]. Product: [NH:18]([C:35]([O:37][CH2:38][CH:39]1[C:40]2[C:45](=[CH:44][CH:43]=[CH:42][CH:41]=2)[C:46]2[C:51]1=[CH:50][CH:49]=[CH:48][CH:47]=2)=[O:36])[C@H:19]([C:32]([NH2:34])=[O:33])[CH2:20][CH2:21][CH2:22][CH2:23][NH2:24]. The catalyst class is: 38. (5) Reactant: [C:1]([C:9]1[CH:14]=[CH:13][CH:12]=[CH:11][C:10]=1[NH:15][C@@H:16]([CH2:21][C:22]1[CH:27]=[CH:26][C:25]([OH:28])=[CH:24][CH:23]=1)[C:17]([O:19][CH3:20])=[O:18])(=[O:8])[C:2]1[CH:7]=[CH:6][CH:5]=[CH:4][CH:3]=1.C(N(CC)CC)C.[S:36](O[S:36]([C:39]([F:42])([F:41])[F:40])(=[O:38])=[O:37])([C:39]([F:42])([F:41])[F:40])(=[O:38])=[O:37].[Cl-].[NH4+]. Product: [C:1]([C:9]1[CH:14]=[CH:13][CH:12]=[CH:11][C:10]=1[NH:15][C@@H:16]([CH2:21][C:22]1[CH:27]=[CH:26][C:25]([O:28][S:36]([C:39]([F:42])([F:41])[F:40])(=[O:38])=[O:37])=[CH:24][CH:23]=1)[C:17]([O:19][CH3:20])=[O:18])(=[O:8])[C:2]1[CH:3]=[CH:4][CH:5]=[CH:6][CH:7]=1. The catalyst class is: 119. (6) Reactant: P(Cl)(Cl)(Cl)=O.[Sn](Cl)(Cl)(Cl)Cl.[Br:11][C:12]1[CH:17]=[CH:16][C:15]([NH:18][C:19](=[O:21])[CH3:20])=[CH:14][C:13]=1[O:22][CH3:23].[CH2:24]([C:26]1[CH:34]=[CH:33][C:29]([C:30](O)=[O:31])=[CH:28][CH:27]=1)[CH3:25]. Product: [Br:11][C:12]1[C:13]([O:22][CH3:23])=[CH:14][C:15]([NH:18][C:19](=[O:21])[CH3:20])=[C:16]([C:30](=[O:31])[C:29]2[CH:33]=[CH:34][C:26]([CH2:24][CH3:25])=[CH:27][CH:28]=2)[CH:17]=1. The catalyst class is: 417. (7) Reactant: [O:1]1[C:5]2([CH2:10][CH2:9][C:8]([CH:11]=[O:12])=[CH:7][CH2:6]2)[O:4][CH2:3][CH2:2]1. Product: [O:1]1[C:5]2([CH2:10][CH2:9][CH:8]([CH:11]=[O:12])[CH2:7][CH2:6]2)[O:4][CH2:3][CH2:2]1. The catalyst class is: 354. (8) Reactant: [C:1]([O:5][CH3:6])(=[O:4])[CH:2]=[CH2:3].[CH2:7]([O:9][CH:10]([O:20][CH2:21][CH3:22])[CH2:11][O:12][CH:13]([CH:17]1[CH2:19][CH2:18]1)[CH2:14]C=C)[CH3:8]. Product: [CH:17]1([CH:13]([O:12][CH2:11][CH:10]([O:9][CH2:7][CH3:8])[O:20][CH2:21][CH3:22])[CH2:14]/[CH:3]=[CH:2]/[C:1]([O:5][CH3:6])=[O:4])[CH2:19][CH2:18]1. The catalyst class is: 4. (9) Reactant: [NH2:1][C:2]1[CH:7]=[C:6]([S:8][C:9]([F:12])([F:11])[F:10])[CH:5]=[CH:4][C:3]=1[OH:13].[Cl:14][C:15]1[CH:23]=[N:22][CH:21]=[CH:20][C:16]=1[C:17](O)=[O:18].CCN=C=NCCCN(C)C.N1C=CC=CC=1. Product: [Cl:14][C:15]1[CH:23]=[N:22][CH:21]=[CH:20][C:16]=1[C:17]([NH:1][C:2]1[CH:7]=[C:6]([S:8][C:9]([F:12])([F:10])[F:11])[CH:5]=[CH:4][C:3]=1[OH:13])=[O:18]. The catalyst class is: 6. (10) Reactant: [Cl:1][C:2]1[CH:10]=[C:9]([O:11][CH3:12])[C:8]([N+:13]([O-:15])=[O:14])=[CH:7][C:3]=1[C:4]([NH2:6])=O.O=C(Cl)OC(Cl)(Cl)Cl. Product: [Cl:1][C:2]1[CH:10]=[C:9]([O:11][CH3:12])[C:8]([N+:13]([O-:15])=[O:14])=[CH:7][C:3]=1[C:4]#[N:6]. The catalyst class is: 12.